Dataset: Catalyst prediction with 721,799 reactions and 888 catalyst types from USPTO. Task: Predict which catalyst facilitates the given reaction. (1) Reactant: Cl.[C:2]([C:6]1[N:10]([CH2:11][CH:12]2[CH2:17][CH2:16][O:15][CH2:14][CH2:13]2)[C:9]2[CH:18]=[CH:19][C:20]([NH:22][CH2:23][CH3:24])=[CH:21][C:8]=2[N:7]=1)([CH3:5])([CH3:4])[CH3:3].[CH3:25][NH:26][C:27]([NH:29][C:30]1[CH:35]=[CH:34][C:33]([S:36](Cl)(=[O:38])=[O:37])=[CH:32][CH:31]=1)=[O:28]. Product: [C:2]([C:6]1[N:10]([CH2:11][CH:12]2[CH2:17][CH2:16][O:15][CH2:14][CH2:13]2)[C:9]2[CH:18]=[CH:19][C:20]([N:22]([CH2:23][CH3:24])[S:36]([C:33]3[CH:32]=[CH:31][C:30]([NH:29][C:27]([NH:26][CH3:25])=[O:28])=[CH:35][CH:34]=3)(=[O:38])=[O:37])=[CH:21][C:8]=2[N:7]=1)([CH3:5])([CH3:3])[CH3:4]. The catalyst class is: 649. (2) Reactant: [C:1]([C:3]1[CH:4]=[C:5]2[C:10](=[CH:11][CH:12]=1)[CH:9]([CH2:13][NH:14][CH2:15][CH2:16][NH:17][C:18](=[O:24])[O:19][C:20]([CH3:23])([CH3:22])[CH3:21])[CH2:8][CH2:7][CH2:6]2)#[N:2].[Cl:25][CH2:26][C:27](Cl)=[O:28]. Product: [Cl:25][CH2:26][C:27]([N:14]([CH2:13][CH:9]1[C:10]2[C:5](=[CH:4][C:3]([C:1]#[N:2])=[CH:12][CH:11]=2)[CH2:6][CH2:7][CH2:8]1)[CH2:15][CH2:16][NH:17][C:18](=[O:24])[O:19][C:20]([CH3:21])([CH3:23])[CH3:22])=[O:28]. The catalyst class is: 2.